From a dataset of Full USPTO retrosynthesis dataset with 1.9M reactions from patents (1976-2016). Predict the reactants needed to synthesize the given product. (1) Given the product [NH2:1][C:2]1[N:7]([CH2:27][CH:28]2[O:32][CH2:31][CH2:30][O:29]2)[C:6](=[O:8])[CH:5]=[C:4]([CH2:9][CH2:10][C:11]2[CH:19]=[C:18]3[C:14]([CH:15]=[CH:16][NH:17]3)=[CH:13][CH:12]=2)[N:3]=1, predict the reactants needed to synthesize it. The reactants are: [NH2:1][C:2]1[NH:7][C:6](=[O:8])[CH:5]=[C:4]([CH2:9][CH2:10][C:11]2[CH:19]=[C:18]3[C:14]([CH:15]=[CH:16][NH:17]3)=[CH:13][CH:12]=2)[N:3]=1.C(=O)([O-])[O-].[K+].[K+].Br[CH2:27][CH:28]1[O:32][CH2:31][CH2:30][O:29]1.[I-].[Na+]. (2) Given the product [Cl:35][C:36]1[CH:37]=[CH:38][C:39]2[N:45]3[CH:46]=[CH:47][CH:48]=[C:44]3[C@@H:43]([CH2:49][CH2:50][N:51]3[CH:55]=[CH:54][C:53]([CH2:56][OH:57])=[N:52]3)[O:42][C@H:41]([C:61]3[CH:66]=[CH:65][CH:64]=[C:63]([O:67][CH3:68])[C:62]=3[O:69][CH3:70])[C:40]=2[CH:71]=1, predict the reactants needed to synthesize it. The reactants are: ClC1C=CC2N3C=CC=C3[C@@H](CCN3C=C(CO)N=N3)O[C@H](C3C=CC=C(OC)C=3OC)C=2C=1.[Cl:35][C:36]1[CH:37]=[CH:38][C:39]2[N:45]3[CH:46]=[CH:47][CH:48]=[C:44]3[C@@H:43]([CH2:49][CH2:50][N:51]3[CH:55]=[CH:54][C:53]([C:56](OCC)=[O:57])=[N:52]3)[O:42][C@H:41]([C:61]3[CH:66]=[CH:65][CH:64]=[C:63]([O:67][CH3:68])[C:62]=3[O:69][CH3:70])[C:40]=2[CH:71]=1.[H-].[Al+3].[Li+].[H-].[H-].[H-]. (3) Given the product [CH3:27][C:28]1([CH2:32][CH2:33][CH2:34][CH2:35][CH2:36][CH2:37][CH2:38][CH2:13][C:12]([OH:15])=[O:14])[CH2:29][O:30][CH2:31]1, predict the reactants needed to synthesize it. The reactants are: CC1(C)N([O])C(C)(C)CCC1.[C:12]([OH:15])(=[O:14])[CH3:13].[C:12]([OH:15])(=[O:14])[CH3:13].IC1C=CC=CC=1.[CH3:27][C:28]1([CH2:32][CH2:33][CH2:34][CH2:35][CH2:36][CH2:37][CH2:38]CCO)[CH2:31][O:30][CH2:29]1.C(O)(=O)CC(CC(O)=O)(C(O)=O)O. (4) Given the product [CH3:1][O:2][C:3]([C:5]1[CH:10]=[CH:9][N:8]2[CH:11]=[N:12][CH:13]=[C:7]2[C:6]=1[NH:24][C:17]1[CH:18]=[CH:19][C:20]([S:22][CH3:23])=[CH:21][C:16]=1[F:15])=[O:4], predict the reactants needed to synthesize it. The reactants are: [CH3:1][O:2][C:3]([C:5]1[CH:10]=[CH:9][N:8]2[CH:11]=[N:12][CH:13]=[C:7]2[C:6]=1Cl)=[O:4].[F:15][C:16]1[CH:21]=[C:20]([S:22][CH3:23])[CH:19]=[CH:18][C:17]=1[NH2:24].C1(P(C2CCCCC2)C2C=CC=CC=2C2C(OC(C)C)=CC=CC=2OC(C)C)CCCCC1.[O-]P([O-])([O-])=O.[K+].[K+].[K+]. (5) The reactants are: Br[C:2]1[CH:7]=[CH:6][C:5]([N:8]2[CH:12]([C:13]3[CH:18]=[CH:17][CH:16]=[CH:15][C:14]=3[Cl:19])[CH2:11][C:10]([C:20]([C:26]([F:29])([F:28])[F:27])([C:22]([F:25])([F:24])[F:23])[OH:21])=[N:9]2)=[CH:4][CH:3]=1.[CH3:30][S:31][C:32]1[N:37]=[CH:36][C:35](B(O)O)=[CH:34][CH:33]=1. Given the product [Cl:19][C:14]1[CH:15]=[CH:16][CH:17]=[CH:18][C:13]=1[CH:12]1[N:8]([C:5]2[CH:6]=[CH:7][C:2]([C:35]3[CH:36]=[N:37][C:32]([S:31][CH3:30])=[CH:33][CH:34]=3)=[CH:3][CH:4]=2)[N:9]=[C:10]([C:20]([C:22]([F:23])([F:25])[F:24])([C:26]([F:29])([F:27])[F:28])[OH:21])[CH2:11]1, predict the reactants needed to synthesize it. (6) Given the product [CH3:6][O:7][C:8]1[CH:9]=[C:10]([B:17]([OH:20])[OH:18])[CH:11]=[C:12]([O:14][CH3:15])[CH:13]=1, predict the reactants needed to synthesize it. The reactants are: [Li]C(C)(C)C.[CH3:6][O:7][C:8]1[CH:9]=[C:10](Br)[CH:11]=[C:12]([O:14][CH3:15])[CH:13]=1.[B:17](OC)([O:20]C)[O:18]C.